This data is from Catalyst prediction with 721,799 reactions and 888 catalyst types from USPTO. The task is: Predict which catalyst facilitates the given reaction. (1) Reactant: [N+:1]([C:4]1[CH:9]=[CH:8][C:7]([C:10]([P:13](=[O:20])([O:17][CH2:18][CH3:19])[O:14][CH2:15][CH3:16])([F:12])[F:11])=[CH:6][CH:5]=1)([O-])=O. Product: [NH2:1][C:4]1[CH:5]=[CH:6][C:7]([C:10]([P:13](=[O:20])([O:17][CH2:18][CH3:19])[O:14][CH2:15][CH3:16])([F:11])[F:12])=[CH:8][CH:9]=1. The catalyst class is: 19. (2) Reactant: [NH2:1][C:2]([CH3:6])([CH3:5])[CH2:3][OH:4].[H-].[Na+].[N+:9]([C:12]1[CH:19]=[CH:18][CH:17]=[C:16]([N+]([O-])=O)[C:13]=1[C:14]#[N:15])([O-:11])=[O:10]. Product: [NH2:1][C:2]([CH3:6])([CH3:5])[CH2:3][O:4][C:16]1[CH:17]=[CH:18][CH:19]=[C:12]([N+:9]([O-:11])=[O:10])[C:13]=1[C:14]#[N:15]. The catalyst class is: 1. (3) Reactant: [CH2:1]([O:5][C:6]1[CH:13]=[CH:12][C:9]([C:10]#[N:11])=[CH:8][CH:7]=1)[CH2:2][CH:3]=[CH2:4].C1C=C(Cl)C=C(C(OO)=[O:22])C=1. Product: [O:22]1[CH2:4][CH:3]1[CH2:2][CH2:1][O:5][C:6]1[CH:7]=[CH:8][C:9]([C:10]#[N:11])=[CH:12][CH:13]=1. The catalyst class is: 2.